From a dataset of Reaction yield outcomes from USPTO patents with 853,638 reactions. Predict the reaction yield, written as a fraction of the theoretical maximum amount of product (1.0 means a 100% yield; for example, 0.34 means a 34% yield). (1) The reactants are C[O:2][C:3]([C:5]1[CH:6]=[C:7]2[C:12](=[CH:13][CH:14]=1)[N:11]=[C:10]([C:15]1([CH3:18])[CH2:17][CH2:16]1)[CH:9]=[CH:8]2)=[O:4].[OH-].[Na+]. The catalyst is CO. The product is [CH3:18][C:15]1([C:10]2[CH:9]=[CH:8][C:7]3[C:12](=[CH:13][CH:14]=[C:5]([C:3]([OH:4])=[O:2])[CH:6]=3)[N:11]=2)[CH2:16][CH2:17]1. The yield is 0.840. (2) The reactants are [C:1]([O:9][C@H:10](CO)[C@@:11]1([CH2:32][O:33][C:34](=[O:41])[C:35]2[CH:40]=[CH:39][CH:38]=[CH:37][CH:36]=2)[O:19][CH:14](OC(=O)C)[C@H:13]([O:20][C:21](=[O:23])[CH3:22])[C@H:12]1[O:24][CH2:25][C:26]1[CH:31]=[CH:30][CH:29]=[CH:28][CH:27]=1)(=[O:8])[C:2]1[CH:7]=[CH:6][CH:5]=[CH:4][CH:3]=1.[NH:44]1[CH:52]=[C:50]([CH3:51])[C:48](=[O:49])[NH:47][C:45]1=[O:46].C/C(/O[Si](C)(C)C)=N\[Si](C)(C)C.O([Si](C)(C)C)S(C(F)(F)F)(=O)=O.C(=O)([O-])O.[Na+]. The catalyst is C(#N)C. The product is [C:21]([O:20][C@@H:13]1[C@@H:12]([O:24][CH2:25][C:26]2[CH:27]=[CH:28][CH:29]=[CH:30][CH:31]=2)[C:11]([CH2:32][O:33][C:34](=[O:41])[C:35]2[CH:36]=[CH:37][CH:38]=[CH:39][CH:40]=2)([CH2:10][O:9][C:1](=[O:8])[C:2]2[CH:7]=[CH:6][CH:5]=[CH:4][CH:3]=2)[O:19][C@H:14]1[N:44]1[CH:52]=[C:50]([CH3:51])[C:48](=[O:49])[NH:47][C:45]1=[O:46])(=[O:23])[CH3:22]. The yield is 0.850.